From a dataset of Forward reaction prediction with 1.9M reactions from USPTO patents (1976-2016). Predict the product of the given reaction. (1) The product is: [O:20]=[C:18]1[N:17]([CH2:30][C:31]([O:33][C:34]([CH3:37])([CH3:36])[CH3:35])=[O:32])[C:16](=[O:21])[CH:15]([CH2:14][C:13]2[CH:12]=[CH:11][C:10]([N:7]3[CH2:8][CH2:9][C:4](=[O:3])[CH2:5][CH2:6]3)=[CH:23][CH:22]=2)[S:19]1. Given the reactants [H-].[Na+].[O:3]=[C:4]1[CH2:9][CH2:8][N:7]([C:10]2[CH:23]=[CH:22][C:13]([CH2:14][CH:15]3[S:19][C:18](=[O:20])[NH:17][C:16]3=[O:21])=[CH:12][CH:11]=2)[CH2:6][CH2:5]1.CN(C=O)C.Br[CH2:30][C:31]([O:33][C:34]([CH3:37])([CH3:36])[CH3:35])=[O:32], predict the reaction product. (2) Given the reactants [CH3:1][O:2][C:3](=[O:27])[CH2:4][CH2:5][CH2:6][CH2:7][CH2:8][NH:9][C:10]1[C:11]2[C:18]([C:19]3[CH:24]=[CH:23][C:22]([O:25][CH3:26])=[CH:21][CH:20]=3)=[CH:17][O:16][C:12]=2[N:13]=[CH:14][N:15]=1.[Br:28]N1C(=O)CCC1=O, predict the reaction product. The product is: [CH3:1][O:2][C:3](=[O:27])[CH2:4][CH2:5][CH2:6][CH2:7][CH2:8][NH:9][C:10]1[C:11]2[C:18]([C:19]3[CH:24]=[CH:23][C:22]([O:25][CH3:26])=[CH:21][CH:20]=3)=[C:17]([Br:28])[O:16][C:12]=2[N:13]=[CH:14][N:15]=1. (3) Given the reactants Br[C:2]1[CH:7]=[CH:6][C:5]([C:8]([N:10]2[CH2:15][CH2:14][N:13]([C:16]([O:18][C:19]([CH3:22])([CH3:21])[CH3:20])=[O:17])[CH2:12][CH2:11]2)=[O:9])=[CH:4][CH:3]=1.[CH3:23][C:24]1[NH:25][C:26]2[C:31]([CH:32]=1)=[CH:30][CH:29]=[CH:28][CH:27]=2.C(=O)([O-])[O-].[K+].[K+].CN[C@@H]1CCCC[C@H]1NC, predict the reaction product. The product is: [CH3:23][C:24]1[N:25]([C:2]2[CH:7]=[CH:6][C:5]([C:8]([N:10]3[CH2:15][CH2:14][N:13]([C:16]([O:18][C:19]([CH3:22])([CH3:21])[CH3:20])=[O:17])[CH2:12][CH2:11]3)=[O:9])=[CH:4][CH:3]=2)[C:26]2[C:31]([CH:32]=1)=[CH:30][CH:29]=[CH:28][CH:27]=2.